Task: Predict which catalyst facilitates the given reaction.. Dataset: Catalyst prediction with 721,799 reactions and 888 catalyst types from USPTO (1) Reactant: [N:1]1[CH:2]=[CH:3][N:4]2[CH:9]=[C:8]([CH2:10][OH:11])[CH:7]=[CH:6][C:5]=12.C1C(=O)N([Br:19])C(=O)C1. Product: [Br:19][C:3]1[N:4]2[CH:9]=[C:8]([CH2:10][OH:11])[CH:7]=[CH:6][C:5]2=[N:1][CH:2]=1. The catalyst class is: 10. (2) Reactant: C1(C)C=C(C)C=C(C)C=1S(O[NH2:13])(=O)=O.[Br:15][C:16]1[CH:21]=[N:20][C:19]([C:22]#[C:23][Si:24]([CH3:27])([CH3:26])[CH3:25])=[CH:18][N:17]=1.C([O-])([O-])=O.[K+].[K+].NN1C=CN=CC1. Product: [Br:15][C:16]1[N:17]=[CH:18][C:19]2[N:20]([N:13]=[C:23]([Si:24]([CH3:26])([CH3:25])[CH3:27])[CH:22]=2)[CH:21]=1. The catalyst class is: 59. (3) Reactant: [C:1]1([C:7]2[C:11]([C:12]([F:15])([F:14])[F:13])=[C:10]([C:16]3[O:20][N:19]=[C:18]4[C:21]5[C:26]([CH2:27][CH2:28][C:17]=34)=[CH:25][C:24]([CH2:29][N:30]3[CH2:33][CH:32]([C:34](O)=[O:35])[CH2:31]3)=[CH:23][CH:22]=5)[O:9][N:8]=2)[CH:6]=[CH:5][CH:4]=[CH:3][CH:2]=1.[CH3:37][S:38]([NH2:41])(=[O:40])=[O:39].C(N(CC)CC)C.F[P-](F)(F)(F)(F)F.N1([O:65][C:66](N(C)C)=[N+](C)C)C2N=CC=CC=2N=N1. Product: [CH3:37][S:38]([NH:41][C:34]([CH:32]1[CH2:31][N:30]([CH2:29][C:24]2[CH:25]=[C:26]3[C:21](=[CH:22][CH:23]=2)[C:18]2=[N:19][O:20][C:16]([C:10]4[O:9][N:8]=[C:7]([C:1]5[CH:6]=[CH:5][CH:4]=[CH:3][CH:2]=5)[C:11]=4[C:12]([F:13])([F:14])[F:15])=[C:17]2[CH2:28][CH2:27]3)[CH2:33]1)=[O:35])(=[O:40])=[O:39].[C:66]([OH:65])([C:12]([F:15])([F:14])[F:13])=[O:39]. The catalyst class is: 166. (4) Reactant: [Cl:1][C:2]1[N:3]=[C:4]2[CH:10]=[C:9]([C:11]([O:13]C)=[O:12])[S:8][C:5]2=[N:6][CH:7]=1.[OH-].[Na+]. Product: [Cl:1][C:2]1[N:3]=[C:4]2[CH:10]=[C:9]([C:11]([OH:13])=[O:12])[S:8][C:5]2=[N:6][CH:7]=1. The catalyst class is: 242.